Dataset: Full USPTO retrosynthesis dataset with 1.9M reactions from patents (1976-2016). Task: Predict the reactants needed to synthesize the given product. (1) Given the product [CH3:1][O:2][C:3]([C@H:5]1[N:10]([CH2:11][CH2:12][CH2:13][C:14]([N:64]2[CH2:65][CH2:66][C:61]3([CH2:59][CH2:60]3)[C@H:62]([OH:67])[CH2:63]2)=[O:15])[C:9](=[O:21])[CH:8]([CH3:22])[N:7]([C:23]([O:25][CH2:26][C:27]2[CH:28]=[CH:29][CH:30]=[CH:31][CH:32]=2)=[O:24])[CH2:6]1)=[O:4], predict the reactants needed to synthesize it. The reactants are: [CH3:1][O:2][C:3]([C@H:5]1[N:10]([CH2:11][CH2:12][CH2:13][C:14](OC(C)(C)C)=[O:15])[C:9](=[O:21])[CH:8]([CH3:22])[N:7]([C:23]([O:25][CH2:26][C:27]2[CH:32]=[CH:31][CH:30]=[CH:29][CH:28]=2)=[O:24])[CH2:6]1)=[O:4].Cl.CN(C(ON1N=NC2C=CC=NC1=2)=[N+](C)C)C.F[P-](F)(F)(F)(F)F.Cl.[CH2:59]1[C:61]2([CH2:66][CH2:65][NH:64][CH2:63][C@H:62]2[OH:67])[CH2:60]1.C(N(CC)CC)C. (2) Given the product [NH:10]1[C:19]([C:2]2[N:3]=[CH:4][C:5]([NH2:14])=[CH:6][CH:7]=2)=[N:17][N:12]=[N:11]1, predict the reactants needed to synthesize it. The reactants are: N[C:2]1[CH:7]=[CH:6][C:5](C#N)=[CH:4][N:3]=1.[N-:10]=[N+:11]=[N-:12].[Na+].[NH4+:14].[Cl-].C[N:17]([CH:19]=O)C. (3) Given the product [C:15]1([CH2:23][B:12]([OH:14])[OH:13])[CH:20]=[CH:19][CH:18]=[CH:17][CH:16]=1.[C:15]12([OH:26])[CH2:23][CH:19]([C:20]1([CH3:22])[CH3:21])[CH2:18][CH2:17][C:16]2([OH:25])[CH3:24], predict the reactants needed to synthesize it. The reactants are: C([Li])CCC.C1([B:12]([OH:14])[OH:13])C=CC=CC=1.[C:15]12([OH:26])[CH2:23][CH:19]([C:20]1([CH3:22])[CH3:21])[CH2:18][CH2:17][C:16]2([OH:25])[CH3:24].BrCCl. (4) Given the product [C:13]([C:10]1[CH:11]=[CH:12][C:2]([Cl:1])=[C:3]([CH:9]=1)[C:4]([O:6][CH2:7][CH3:8])=[O:5])(=[O:22])[CH3:14], predict the reactants needed to synthesize it. The reactants are: [Cl:1][C:2]1[CH:12]=[CH:11][C:10]([C:13]#[C:14][Si](C)(C)C)=[CH:9][C:3]=1[C:4]([O:6][CH2:7][CH3:8])=[O:5].C1C[O:22]CC1. (5) The reactants are: [F:1][C:2]1[CH:11]=[CH:10][C:9](I)=[CH:8][C:3]=1[C:4]([O:6][CH3:7])=[O:5].C([Mg]Cl)(C)C.[Br:18][C:19]1[CH:27]=[CH:26][C:22]([C:23](Cl)=[O:24])=[CH:21][CH:20]=1. Given the product [Br:18][C:19]1[CH:27]=[CH:26][C:22]([C:23]([C:9]2[CH:10]=[CH:11][C:2]([F:1])=[C:3]([CH:8]=2)[C:4]([O:6][CH3:7])=[O:5])=[O:24])=[CH:21][CH:20]=1, predict the reactants needed to synthesize it. (6) Given the product [C:11]([C:3]1[C:2]([NH:1][C:22]([C:19]2[S:20][CH:21]=[C:17]([CH:14]([CH3:16])[CH3:15])[N:18]=2)=[O:23])=[C:7]([Cl:8])[C:6]([O:9][CH3:10])=[CH:5][CH:4]=1)(=[O:13])[CH3:12], predict the reactants needed to synthesize it. The reactants are: [NH2:1][C:2]1[C:7]([Cl:8])=[C:6]([O:9][CH3:10])[CH:5]=[CH:4][C:3]=1[C:11](=[O:13])[CH3:12].[CH:14]([C:17]1[N:18]=[C:19]([C:22](Cl)=[O:23])[S:20][CH:21]=1)([CH3:16])[CH3:15].C(C1C=CC(OC)=CC=1NC(C1SC=C(C(C)C)N=1)=O)(=O)C. (7) Given the product [Cl:1][C:2]1[C:3]2[N:4]([CH:10]=[N:9][N:8]=2)[CH:5]=[CH:6][N:7]=1, predict the reactants needed to synthesize it. The reactants are: [Cl:1][C:2]1[C:3]([NH:8][NH2:9])=[N:4][CH:5]=[CH:6][N:7]=1.[CH:10](OCC)(OCC)OCC.C1(C)C(C)=CC=CC=1. (8) Given the product [NH:11]1[C:15]2[CH:16]=[CH:17][CH:18]=[CH:19][C:14]=2[N:13]=[C:12]1[C@H:8]([NH:9][C:10]([NH:32][C@H:23]1[C:31]2[C:26](=[CH:27][CH:28]=[CH:29][CH:30]=2)[CH2:25][CH2:24]1)=[O:20])[CH2:7][C:6]1[CH:5]=[CH:4][C:3]([O:2][CH3:1])=[CH:22][CH:21]=1, predict the reactants needed to synthesize it. The reactants are: [CH3:1][O:2][C:3]1[CH:22]=[CH:21][C:6]([CH2:7][C@@H:8]2[C:12]3=[N:13][C:14]4[CH:19]=[CH:18][CH:17]=[CH:16][C:15]=4[N:11]3[C:10](=[O:20])[NH:9]2)=[CH:5][CH:4]=1.[C@H:23]1([NH2:32])[C:31]2[C:26](=[CH:27][CH:28]=[CH:29][CH:30]=2)[CH2:25][CH2:24]1.C(O)(C(F)(F)F)=O. (9) Given the product [NH2:13][CH2:12][C:14]1([CH3:38])[S:18][C:17]([C:19]2[NH:20][C:21]3[C:26]([CH:27]=2)=[CH:25][CH:24]=[CH:23][C:22]=3[N:28]([CH3:37])[S:29]([C:32]2[S:33][CH:34]=[CH:35][CH:36]=2)(=[O:31])=[O:30])=[N:16][CH2:15]1, predict the reactants needed to synthesize it. The reactants are: [H-].[Al+3].[Li+].[H-].[H-].[H-].O1CCCC1.[C:12]([C:14]1([CH3:38])[S:18][C:17]([C:19]2[NH:20][C:21]3[C:26]([CH:27]=2)=[CH:25][CH:24]=[CH:23][C:22]=3[N:28]([CH3:37])[S:29]([C:32]2[S:33][CH:34]=[CH:35][CH:36]=2)(=[O:31])=[O:30])=[N:16][CH2:15]1)#[N:13].[OH-].[Na+]. (10) The reactants are: C(OC([NH:8][C@H:9]([C:11]1[N:12]([C:26]2[CH:31]=[CH:30][CH:29]=[CH:28][CH:27]=2)[C:13]2[C:19]([CH2:20][O:21]C(=O)C)=[C:18]([F:25])[CH:17]=[CH:16][C:14]=2[N:15]=1)[CH3:10])=O)(C)(C)C.[ClH:32]. Given the product [ClH:32].[ClH:32].[NH2:8][C@H:9]([C:11]1[N:12]([C:26]2[CH:31]=[CH:30][CH:29]=[CH:28][CH:27]=2)[C:13]2[C:19]([CH2:20][OH:21])=[C:18]([F:25])[CH:17]=[CH:16][C:14]=2[N:15]=1)[CH3:10], predict the reactants needed to synthesize it.